Dataset: Full USPTO retrosynthesis dataset with 1.9M reactions from patents (1976-2016). Task: Predict the reactants needed to synthesize the given product. (1) Given the product [C:21]([O:25][C:26]([N:2]1[CH2:3][CH2:4][C:5]2[C:10](=[CH:9][CH:8]=[CH:7][CH:6]=2)[CH:1]1[C:11]([OH:13])=[O:12])=[O:27])([CH3:24])([CH3:23])[CH3:22], predict the reactants needed to synthesize it. The reactants are: [CH:1]1([C:11]([OH:13])=[O:12])[C:10]2[C:5](=[CH:6][CH:7]=[CH:8][CH:9]=2)[CH2:4][CH2:3][NH:2]1.C(N(CC)CC)C.[C:21]([O:25][C:26](ON=C(C1C=CC=CC=1)C#N)=[O:27])([CH3:24])([CH3:23])[CH3:22]. (2) Given the product [CH2:31]([N:24]([CH:25]1[CH2:30][CH2:29][O:28][CH2:27][CH2:26]1)[C:4]1[C:5]([CH3:23])=[C:6]([CH:22]=[C:2]([C:39]2[CH:38]=[N:37][C:36]([CH2:35][O:34][CH3:33])=[CH:41][CH:40]=2)[CH:3]=1)[C:7]([NH:9][CH2:10][C:11]1[C:12](=[O:21])[NH:13][C:14]([CH3:20])=[CH:15][C:16]=1[CH:17]([CH3:19])[CH3:18])=[O:8])[CH3:32], predict the reactants needed to synthesize it. The reactants are: Br[C:2]1[CH:3]=[C:4]([N:24]([CH2:31][CH3:32])[CH:25]2[CH2:30][CH2:29][O:28][CH2:27][CH2:26]2)[C:5]([CH3:23])=[C:6]([CH:22]=1)[C:7]([NH:9][CH2:10][C:11]1[C:12](=[O:21])[NH:13][C:14]([CH3:20])=[CH:15][C:16]=1[CH:17]([CH3:19])[CH3:18])=[O:8].[CH3:33][O:34][CH2:35][C:36]1[CH:41]=[CH:40][C:39](B2OC(C)(C)C(C)(C)O2)=[CH:38][N:37]=1.C(=O)([O-])[O-].[Na+].[Na+]. (3) Given the product [F:29][C:28]([F:31])([F:30])[C:32]([OH:34])=[O:33].[Cl:1][C:2]1[C:11]2[C:6](=[CH:7][C:8]([S:12]([NH:15][C:16]3([C:21]([OH:23])=[O:22])[CH2:20][CH2:19][CH2:18][CH2:17]3)(=[O:13])=[O:14])=[CH:9][CH:10]=2)[C:5]([NH:24][C:25]([NH2:27])=[NH:26])=[N:4][CH:3]=1, predict the reactants needed to synthesize it. The reactants are: [Cl:1][C:2]1[C:11]2[C:6](=[CH:7][C:8]([S:12]([NH:15][C:16]3([C:21]([OH:23])=[O:22])[CH2:20][CH2:19][CH2:18][CH2:17]3)(=[O:14])=[O:13])=[CH:9][CH:10]=2)[C:5]([NH:24][C:25]([NH2:27])=[NH:26])=[N:4][CH:3]=1.[C:28]([C:32]([OH:34])=[O:33])([F:31])([F:30])[F:29]. (4) Given the product [CH:21]([N:16]1[C:17](=[O:20])[CH:18]=[CH:19][C:14]([C:27]#[C:26][C:28]2[CH:33]=[CH:32][CH:31]=[CH:30][CH:29]=2)=[N:15]1)([CH3:23])[CH3:22], predict the reactants needed to synthesize it. The reactants are: C(N(CC)CC)C.FC(F)(F)S(O[C:14]1[CH:19]=[CH:18][C:17](=[O:20])[N:16]([CH:21]([CH3:23])[CH3:22])[N:15]=1)(=O)=O.[C:26]([C:28]1[CH:33]=[CH:32][CH:31]=[CH:30][CH:29]=1)#[CH:27].O. (5) Given the product [ClH:5].[Cl:5][C:6]1[CH:11]=[CH:10][C:9]([CH3:12])=[CH:8][C:7]=1[NH:13][NH2:1], predict the reactants needed to synthesize it. The reactants are: [N:1]([O-])=O.[Na+].[Cl:5][C:6]1[CH:11]=[CH:10][C:9]([CH3:12])=[CH:8][C:7]=1[NH2:13].[Sn](Cl)Cl. (6) Given the product [F:1][C:2]([F:23])([F:22])[C:3]1[CH:4]=[C:5]([C:13]2[CH:14]=[C:15]([C:16]([F:19])([F:18])[F:17])[N:26]3[N:27]=[CH:28][C:29]([C:30]4[CH:35]=[CH:34][N:33]=[CH:32][CH:31]=4)=[C:25]3[N:24]=2)[CH:6]=[CH:7][C:8]=1[C:9]([F:12])([F:11])[F:10], predict the reactants needed to synthesize it. The reactants are: [F:1][C:2]([F:23])([F:22])[C:3]1[CH:4]=[C:5]([C:13](=O)[CH2:14][C:15](=O)[C:16]([F:19])([F:18])[F:17])[CH:6]=[CH:7][C:8]=1[C:9]([F:12])([F:11])[F:10].[NH2:24][C:25]1[C:29]([C:30]2[CH:35]=[CH:34][N:33]=[CH:32][CH:31]=2)=[CH:28][NH:27][N:26]=1. (7) Given the product [CH:7]1[CH:8]=[CH:9][C:10]2[N:11]([C:24]([NH2:25])=[O:23])[C:12]3[CH:13]=[CH:14][CH:15]=[CH:16][C:17]=3[C:3](=[O:2])[CH2:4][C:5]=2[CH:6]=1, predict the reactants needed to synthesize it. The reactants are: C[O:2][C:3]1[C:17]2[C:12](=[CH:13][CH:14]=[CH:15][CH:16]=2)[NH:11][C:10]2[C:5](=[CH:6][CH:7]=[CH:8][CH:9]=2)[CH:4]=1.ClCC(O)=O.[O-:23][C:24]#[N:25].[Na+].